Predict the reactants needed to synthesize the given product. From a dataset of Full USPTO retrosynthesis dataset with 1.9M reactions from patents (1976-2016). (1) The reactants are: [C:1]([O:5][C:6]([N:8]1[CH2:12][CH2:11][C:10]([C:14]2[CH:19]=[CH:18][CH:17]=[C:16]([F:20])[C:15]=2[F:21])([OH:13])[CH2:9]1)=[O:7])([CH3:4])([CH3:3])[CH3:2].[H-].[Na+].I[CH3:25]. Given the product [F:21][C:15]1[C:16]([F:20])=[CH:17][CH:18]=[CH:19][C:14]=1[C:10]1([O:13][CH3:25])[CH2:11][CH2:12][N:8]([C:6]([O:5][C:1]([CH3:4])([CH3:2])[CH3:3])=[O:7])[CH2:9]1, predict the reactants needed to synthesize it. (2) Given the product [CH3:13][O:14][C:15](=[O:26])[C:16]1[CH:21]=[CH:20][C:19]([C:22]2([CH3:7])[CH2:24][CH2:23]2)=[CH:18][C:17]=1[CH3:25], predict the reactants needed to synthesize it. The reactants are: [N+](=C)=[N-].N(N(C)[C:7](N)=O)=O.[OH-].[K+].[CH3:13][O:14][C:15](=[O:26])[C:16]1[CH:21]=[CH:20][C:19]([C:22]([CH3:24])=[CH2:23])=[CH:18][C:17]=1[CH3:25].CC=CC1C=CC=CC=1.COC(=O)C1C=CC=CC=1C. (3) Given the product [Br:1][C:2]1[CH:8]=[C:7]([Cl:9])[CH:6]=[CH:5][C:3]=1[N:4]1[CH:12]=[CH:16][CH:15]=[CH:14]1, predict the reactants needed to synthesize it. The reactants are: [Br:1][C:2]1[CH:8]=[C:7]([Cl:9])[CH:6]=[CH:5][C:3]=1[NH2:4].CO[CH:12]1[CH2:16][CH2:15][CH:14](OC)O1. (4) The reactants are: I[C:2]1[CH:8]=[CH:7][C:5]([NH2:6])=[CH:4][C:3]=1[CH3:9].[CH2:10]([CH:13]1[CH2:18][CH2:17][CH2:16][NH:15][C:14]1=[O:19])[CH:11]=[CH2:12]. Given the product [CH2:10]([CH:13]1[CH2:18][CH2:17][CH2:16][N:15]([C:2]2[CH:8]=[CH:7][C:5]([NH2:6])=[CH:4][C:3]=2[CH3:9])[C:14]1=[O:19])[CH:11]=[CH2:12], predict the reactants needed to synthesize it. (5) The reactants are: [CH2:1]([N:8]1[CH:12]=[CH:11][CH:10]=[C:9]1[C:13]1[N:18]=[C:17](Cl)[N:16]=[C:15](Cl)[N:14]=1)[C:2]1[CH:7]=[CH:6][CH:5]=[CH:4][CH:3]=1.[NH2:21][C:22]1[CH:34]=[CH:33][C:25]([C:26]([O:28][CH2:29][CH2:30][CH2:31][CH3:32])=[O:27])=[CH:24][CH:23]=1.[C:35](=[O:38])([O-])[O-:36].[K+].[K+]. Given the product [CH2:1]([N:8]1[CH:12]=[CH:11][CH:10]=[C:9]1[C:13]1[N:18]=[C:17]([NH:21][C:22]2[CH:23]=[CH:24][C:25]([C:26]([O:28][CH2:29][CH2:30][CH2:31][CH3:32])=[O:27])=[CH:33][CH:34]=2)[N:16]=[C:15]([NH:21][C:22]2[CH:34]=[CH:33][C:25]([C:35]([O:36][CH2:32][CH2:31][CH2:30][CH3:29])=[O:38])=[CH:24][CH:23]=2)[N:14]=1)[C:2]1[CH:7]=[CH:6][CH:5]=[CH:4][CH:3]=1, predict the reactants needed to synthesize it. (6) Given the product [C:20]([C:19]1[C:14]([O:13][CH2:12][C@H:10]2[CH2:11][C@@H:9]2[C:6]2[CH:5]=[CH:4][C:3]([O:2][CH3:1])=[CH:8][N:7]=2)=[N:15][C:16]([CH3:26])=[N:17][CH:18]=1)#[CH:21], predict the reactants needed to synthesize it. The reactants are: [CH3:1][O:2][C:3]1[CH:4]=[CH:5][C:6]([C@H:9]2[CH2:11][C@@H:10]2[CH2:12][O:13][C:14]2[C:19]([C:20]#[C:21][Si](C)(C)C)=[CH:18][N:17]=[C:16]([CH3:26])[N:15]=2)=[N:7][CH:8]=1. (7) The reactants are: [N:1]1([CH2:7][CH2:8][O:9][CH2:10][CH2:11][O:12][CH2:13][CH2:14][O:15][CH2:16][CH2:17][C:18]([O:20]C(C)(C)C)=[O:19])[CH2:6][CH2:5][O:4][CH2:3][CH2:2]1.C(O)(C(F)(F)F)=O. Given the product [N:1]1([CH2:7][CH2:8][O:9][CH2:10][CH2:11][O:12][CH2:13][CH2:14][O:15][CH2:16][CH2:17][C:18]([OH:20])=[O:19])[CH2:6][CH2:5][O:4][CH2:3][CH2:2]1, predict the reactants needed to synthesize it.